Task: Predict the reactants needed to synthesize the given product.. Dataset: Full USPTO retrosynthesis dataset with 1.9M reactions from patents (1976-2016) (1) Given the product [CH2:1]([N:3]1[C:7]([O:8][C:9]2[C:10]([NH:22][C:23]3[S:27][N:26]=[C:25]([C@H:28]([OH:29])[C:32]([CH3:34])([OH:31])[CH3:33])[N:24]=3)=[N:11][CH:12]=[C:13]([S:15][C:16]3[CH:21]=[CH:20][CH:19]=[CH:18][N:17]=3)[CH:14]=2)=[CH:6][CH:5]=[N:4]1)[CH3:2], predict the reactants needed to synthesize it. The reactants are: [CH2:1]([N:3]1[C:7]([O:8][C:9]2[C:10]([NH:22][C:23]3[S:27][N:26]=[C:25]([C@H:28]4[C:32]([CH3:34])([CH3:33])[O:31]C(C)(C)[O:29]4)[N:24]=3)=[N:11][CH:12]=[C:13]([S:15][C:16]3[CH:21]=[CH:20][CH:19]=[CH:18][N:17]=3)[CH:14]=2)=[CH:6][CH:5]=[N:4]1)[CH3:2].O.Cl. (2) Given the product [CH2:1]([N:8]([CH2:16][C:17]1[CH:22]=[CH:21][CH:20]=[CH:19][CH:18]=1)[C:9]1[CH:14]=[CH:13][C:12]([B:32]([OH:33])[OH:31])=[CH:11][CH:10]=1)[C:2]1[CH:7]=[CH:6][CH:5]=[CH:4][CH:3]=1, predict the reactants needed to synthesize it. The reactants are: [CH2:1]([N:8]([CH2:16][C:17]1[CH:22]=[CH:21][CH:20]=[CH:19][CH:18]=1)[C:9]1[CH:14]=[CH:13][C:12](Br)=[CH:11][CH:10]=1)[C:2]1[CH:7]=[CH:6][CH:5]=[CH:4][CH:3]=1.C([Li])CCC.C([O:31][B:32](OC(C)C)[O:33]C(C)C)(C)C.Cl. (3) Given the product [CH3:34][C:27]1[CH:28]=[C:29]([O:33][CH2:36][C:37]2[N:38]([CH3:42])[CH:39]=[CH:40][N:41]=2)[CH:30]=[C:31]([CH3:32])[C:26]=1[C:5]1[CH:4]=[CH:3][C:2]([F:1])=[C:10]2[C:6]=1[CH2:7][CH2:8][C@H:9]2[O:11][C:12]1[CH:25]=[CH:24][C:15]2[C@H:16]([CH2:19][C:20]([O:22][CH3:23])=[O:21])[CH2:17][O:18][C:14]=2[CH:13]=1, predict the reactants needed to synthesize it. The reactants are: [F:1][C:2]1[CH:3]=[CH:4][C:5]([C:26]2[C:31]([CH3:32])=[CH:30][C:29]([OH:33])=[CH:28][C:27]=2[CH3:34])=[C:6]2[C:10]=1[C@H:9]([O:11][C:12]1[CH:25]=[CH:24][C:15]3[C@H:16]([CH2:19][C:20]([O:22][CH3:23])=[O:21])[CH2:17][O:18][C:14]=3[CH:13]=1)[CH2:8][CH2:7]2.Cl[CH2:36][C:37]1[N:38]([CH3:42])[CH:39]=[CH:40][N:41]=1.C(=O)([O-])[O-].[K+].[K+].